The task is: Predict which catalyst facilitates the given reaction.. This data is from Catalyst prediction with 721,799 reactions and 888 catalyst types from USPTO. The catalyst class is: 5. Reactant: [Br:1][C:2]1[CH:7]=[CH:6][C:5]([C:8](=[S:10])[NH2:9])=[CH:4][CH:3]=1.[CH:11]12[O:17][CH:16]1[CH2:15][CH2:14][CH2:13][C:12]2=O. Product: [Br:1][C:2]1[CH:7]=[CH:6][C:5]([C:8]2[S:10][C:15]3[CH:16]([OH:17])[CH2:11][CH2:12][CH2:13][C:14]=3[N:9]=2)=[CH:4][CH:3]=1.